From a dataset of Reaction yield outcomes from USPTO patents with 853,638 reactions. Predict the reaction yield, written as a fraction of the theoretical maximum amount of product (1.0 means a 100% yield; for example, 0.34 means a 34% yield). (1) The reactants are [C:1]12([NH2:11])[CH2:10][CH:5]3[CH2:6][CH:7]([CH2:9][CH:3]([CH2:4]3)[CH2:2]1)[CH2:8]2.[OH:12][C:13]1[C:22]2[C:17](=[CH:18][CH:19]=[CH:20][CH:21]=2)[CH:16]=[CH:15][C:14]=1[CH:23]=O. No catalyst specified. The product is [C:1]12([NH:11][CH2:23][C:14]3[CH:15]=[CH:16][C:17]4[C:22](=[CH:21][CH:20]=[CH:19][CH:18]=4)[C:13]=3[OH:12])[CH2:8][CH:7]3[CH2:6][CH:5]([CH2:4][CH:3]([CH2:9]3)[CH2:2]1)[CH2:10]2. The yield is 0.720. (2) The reactants are [F:1][C:2]1[C:3]([F:12])=[CH:4][C:5]2[S:9][C:8]([SH:10])=[N:7][C:6]=2[CH:11]=1.[C:13](=O)([O-])[O-].[K+].[K+].IC. The catalyst is CN(C)C=O.O. The product is [F:1][C:2]1[C:3]([F:12])=[CH:4][C:5]2[S:9][C:8]([S:10][CH3:13])=[N:7][C:6]=2[CH:11]=1. The yield is 0.917. (3) The reactants are [NH2:1][C:2]1[CH:7]=[CH:6][C:5]([CH2:8][C:9]([O:11][CH2:12][CH3:13])=[O:10])=[CH:4][CH:3]=1.CCN(CC)CC.[C:21]1([N:27]=[C:28]=[O:29])[CH:26]=[CH:25][CH:24]=[CH:23][CH:22]=1. The catalyst is C1COCC1. The product is [C:21]1([NH:27][C:28](=[O:29])[NH:1][C:2]2[CH:3]=[CH:4][C:5]([CH2:8][C:9]([O:11][CH2:12][CH3:13])=[O:10])=[CH:6][CH:7]=2)[CH:26]=[CH:25][CH:24]=[CH:23][CH:22]=1. The yield is 0.900. (4) The reactants are [CH3:1][N:2]1[C:8](=[O:9])[CH2:7][C:6]2[CH:10]=[CH:11][CH2:12][CH2:13][C:5]=2[CH2:4][CH2:3]1.[N:14](OCCC(C)C)=[O:15].[Li+].C[Si]([N-][Si](C)(C)C)(C)C.Cl. The catalyst is C1COCC1. The product is [OH:15][N:14]=[C:7]1[C:6]2[CH:10]=[CH:11][CH2:12][CH2:13][C:5]=2[CH2:4][CH2:3][N:2]([CH3:1])[C:8]1=[O:9]. The yield is 0.856. (5) The reactants are [CH3:1][C:2]1[CH:7]=[CH:6][C:5]([S:8]([O:11][CH2:12][CH:13]2[CH2:17][C:16]3[CH:18]=[CH:19][CH:20]=[C:21](Br)[C:15]=3[O:14]2)(=[O:10])=[O:9])=[CH:4][CH:3]=1.[CH3:23][C:24]1[CH:29]=[CH:28][C:27](B(O)O)=[CH:26][CH:25]=1.C(=O)([O-])[O-].[K+].[K+].CC1C=CC(S(OCC2CC3C(C4C=CC=CC=4)=CC=CC=3O2)(=O)=O)=CC=1. The catalyst is CC1C=CC=CC=1[P](C1C=CC=CC=1C)([Pd](Cl)(Cl)[P](C1=C(C)C=CC=C1)(C1C=CC=CC=1C)C1C=CC=CC=1C)C1C=CC=CC=1C. The product is [CH3:1][C:2]1[CH:7]=[CH:6][C:5]([S:8]([O:11][CH2:12][CH:13]2[CH2:17][C:16]3[CH:18]=[CH:19][CH:20]=[C:21]([C:27]4[CH:28]=[CH:29][C:24]([CH3:23])=[CH:25][CH:26]=4)[C:15]=3[O:14]2)(=[O:10])=[O:9])=[CH:4][CH:3]=1. The yield is 0.850. (6) The reactants are [C:1]([BH3-])#N.[Na+].[CH2:5]([CH:13]1[CH2:17][CH2:16][CH2:15][NH:14]1)[CH2:6][C:7]1[CH:12]=[CH:11][CH:10]=[CH:9][CH:8]=1.C=O.C(O)(=O)C. The catalyst is C(#N)C. The product is [CH3:1][N:14]1[CH2:15][CH2:16][CH2:17][CH:13]1[CH2:5][CH2:6][C:7]1[CH:12]=[CH:11][CH:10]=[CH:9][CH:8]=1. The yield is 0.550. (7) The reactants are [CH2:1]([O:4][C@H:5]1[CH2:9][N:8]([C:10]([O:12][C:13]([CH3:16])([CH3:15])[CH3:14])=[O:11])[C@@H:7]([C@H:17]2[O:21]C(C)(C)[NH:19][C@H:18]2[CH2:24][C:25]2[CH:30]=[CH:29][CH:28]=[CH:27][CH:26]=2)[CH2:6]1)[CH:2]=[CH2:3].[CH3:31][C:32]1[N:33]=[C:34]([C@H:37]2[CH2:41][CH2:40][CH2:39][N:38]2[C:42]([C:44]2[CH:45]=[C:46]([CH:50]=[C:51]([C:53]3[O:54][CH:55]=[CH:56][N:57]=3)[CH:52]=2)[C:47](O)=[O:48])=[O:43])[S:35][CH:36]=1.C1CN([P+](ON2N=NC3C=CC=CC2=3)(N2CCCC2)N2CCCC2)CC1.F[P-](F)(F)(F)(F)F.C(N(CC)CC)C. The catalyst is C(Cl)Cl.O. The product is [CH2:1]([O:4][C@H:5]1[CH2:9][N:8]([C:10]([O:12][C:13]([CH3:16])([CH3:15])[CH3:14])=[O:11])[C@@H:7]([C@@H:17]([OH:21])[C@@H:18]([NH:19][C:47](=[O:48])[C:46]2[CH:50]=[C:51]([C:53]3[O:54][CH:55]=[CH:56][N:57]=3)[CH:52]=[C:44]([C:42]([N:38]3[CH2:39][CH2:40][CH2:41][C@@H:37]3[C:34]3[S:35][CH:36]=[C:32]([CH3:31])[N:33]=3)=[O:43])[CH:45]=2)[CH2:24][C:25]2[CH:26]=[CH:27][CH:28]=[CH:29][CH:30]=2)[CH2:6]1)[CH:2]=[CH2:3]. The yield is 0.440. (8) The reactants are CO.[CH3:3][N:4]([CH:6]=O)C.C([O-])([O-])=O.[K+].[K+].Cl[CH2:15][C:16]([N:18]1[CH2:23][CH2:22][CH2:21][C:20]2[N:24]([C:27]3[CH:32]=[CH:31][C:30]([F:33])=[CH:29][CH:28]=3)[N:25]=[CH:26][C:19]1=2)=[O:17]. The catalyst is C1COCC1.CCOC(C)=O. The product is [F:33][C:30]1[CH:31]=[CH:32][C:27]([N:24]2[C:20]3[CH2:21][CH2:22][CH2:23][N:18]([C:16](=[O:17])[CH2:15][N:25]4[C:3]5=[N:4][CH:6]=[CH:23][CH:22]=[C:21]5[CH:20]=[N:24]4)[C:19]=3[CH:26]=[N:25]2)=[CH:28][CH:29]=1. The yield is 0.430.